From a dataset of Catalyst prediction with 721,799 reactions and 888 catalyst types from USPTO. Predict which catalyst facilitates the given reaction. Reactant: C([O:8][C:9]1[C:24](=[O:25])[N:13]2[CH2:14][CH2:15][O:16][CH2:17][C:18]3([CH2:23][CH2:22][O:21][CH2:20][CH2:19]3)[C:12]2=[N:11][C:10]=1[C:26]([NH:28][CH2:29][C:30]1[CH:35]=[CH:34][C:33]([F:36])=[CH:32][C:31]=1[N:37]1[C:41](=[O:42])[N:40]([CH3:43])[CH:39]=[N:38]1)=[O:27])C1C=CC=CC=1.[H][H]. Product: [F:36][C:33]1[CH:34]=[CH:35][C:30]([CH2:29][NH:28][C:26]([C:10]2[N:11]=[C:12]3[C:18]4([CH2:19][CH2:20][O:21][CH2:22][CH2:23]4)[CH2:17][O:16][CH2:15][CH2:14][N:13]3[C:24](=[O:25])[C:9]=2[OH:8])=[O:27])=[C:31]([N:37]2[C:41](=[O:42])[N:40]([CH3:43])[CH:39]=[N:38]2)[CH:32]=1. The catalyst class is: 78.